Dataset: Reaction yield outcomes from USPTO patents with 853,638 reactions. Task: Predict the reaction yield, written as a fraction of the theoretical maximum amount of product (1.0 means a 100% yield; for example, 0.34 means a 34% yield). (1) The reactants are [OH:1][NH:2][C:3]([C:5]1[C:10]([N+:11]([O-:13])=[O:12])=[CH:9][CH:8]=[CH:7][N:6]=1)=[NH:4].[CH3:14][O:15][C:16]1[CH:17]=[C:18]([OH:25])[C:19](=[CH:23][CH:24]=1)[C:20](O)=O. No catalyst specified. The product is [CH3:14][O:15][C:16]1[CH:24]=[CH:23][C:19]([C:20]2[O:1][N:2]=[C:3]([C:5]3[C:10]([N+:11]([O-:13])=[O:12])=[CH:9][CH:8]=[CH:7][N:6]=3)[N:4]=2)=[C:18]([OH:25])[CH:17]=1. The yield is 0.0700. (2) The reactants are O.[NH2:2][NH2:3].[CH2:4]([O:6][C:7](=[O:21])[C:8](=O)[CH2:9][C:10](=O)[CH2:11][O:12][C:13]1[CH:18]=[CH:17][CH:16]=[CH:15][CH:14]=1)[CH3:5]. The catalyst is CCO. The product is [CH2:4]([O:6][C:7]([C:8]1[NH:2][N:3]=[C:10]([CH2:11][O:12][C:13]2[CH:18]=[CH:17][CH:16]=[CH:15][CH:14]=2)[CH:9]=1)=[O:21])[CH3:5]. The yield is 0.980. (3) The yield is 0.210. The product is [C:39]([C:36]1[S:35][C:34]([NH:33][C:32]([NH:1][C:2]2[CH:7]=[CH:6][C:5]([C:8]#[C:9][C:10]3[C:15]([NH2:16])=[N:14][CH:13]=[N:12][C:11]=3[NH2:17])=[CH:4][CH:3]=2)=[O:31])=[N:38][N:37]=1)([CH3:42])([CH3:40])[CH3:41]. The catalyst is C1COCC1. The reactants are [NH2:1][C:2]1[CH:7]=[CH:6][C:5]([C:8]#[C:9][C:10]2[C:11]([NH2:17])=[N:12][CH:13]=[N:14][C:15]=2[NH2:16])=[CH:4][CH:3]=1.C(N(CC)CC)C.C1([O:31][C:32](=O)[NH:33][C:34]2[S:35][C:36]([C:39]([CH3:42])([CH3:41])[CH3:40])=[N:37][N:38]=2)C=CC=CC=1.